From a dataset of Full USPTO retrosynthesis dataset with 1.9M reactions from patents (1976-2016). Predict the reactants needed to synthesize the given product. (1) Given the product [Cl:1][C:2]1[CH:3]=[C:4]([N:11]2[C:20]3[C:15](=[CH:16][C:17]([S:21]([NH:24][C:25]4[N:26]=[N:27][CH:28]=[CH:29][CH:30]=4)(=[O:22])=[O:23])=[CH:18][CH:19]=3)[CH:14]=[CH:13][C:12]2=[O:31])[C:5]([O:9][CH3:10])=[N:6][C:7]=1[C:33]#[C:32][CH:34]1[CH2:38][CH2:37][CH2:36][CH2:35]1, predict the reactants needed to synthesize it. The reactants are: [Cl:1][C:2]1[CH:3]=[C:4]([N:11]2[C:20]3[C:15](=[CH:16][C:17]([S:21]([NH:24][C:25]4[N:26]=[N:27][CH:28]=[CH:29][CH:30]=4)(=[O:23])=[O:22])=[CH:18][CH:19]=3)[CH:14]=[CH:13][C:12]2=[O:31])[C:5]([O:9][CH3:10])=[N:6][C:7]=1Cl.[C:32]([CH:34]1[CH2:38][CH2:37][CH2:36][CH2:35]1)#[CH:33].C(NC(C)C)(C)C.CN(C=O)C. (2) Given the product [CH3:24][C:25]([CH3:37])([CH2:26][C:27]([C:13]1[CH:12]=[CH:11][CH:10]=[CH:9][C:8]=1[C:5]1[CH:4]=[CH:3][C:2]([NH:1][C:30]2[O:31][C:27]3[CH:26]=[C:25]([CH3:24])[CH:37]=[CH:36][C:28]=3[N:29]=2)=[CH:7][CH:6]=1)=[O:31])[C:41]([OH:42])=[O:38], predict the reactants needed to synthesize it. The reactants are: [NH2:1][C:2]1[CH:7]=[CH:6][C:5]([C:8]2[CH:13]=[CH:12][C:11](C(=O)CC(C)(C)C(OC)=O)=[CH:10][CH:9]=2)=[CH:4][CH:3]=1.[CH3:24][C:25]1[CH:37]=[CH:36][C:28]2[N:29]=[C:30](S(C)(=O)=O)[O:31][C:27]=2[CH:26]=1.[OH-:38].[Na+].Cl.[CH3:41][OH:42]. (3) Given the product [Cl:1][C:2]1[CH:3]=[C:4]2[C:9](=[CH:10][CH:11]=1)[CH:8]=[C:7]([S:12]([CH2:15][CH2:16][C:17]([N:19]1[CH2:24][CH2:23][CH:22]([NH:25][CH2:32][C:31]3[N:30]([C:34]([C:35]4[CH:40]=[CH:39][CH:38]=[CH:37][CH:36]=4)([C:41]4[CH:42]=[CH:43][CH:44]=[CH:45][CH:46]=4)[C:47]4[CH:52]=[CH:51][CH:50]=[CH:49][CH:48]=4)[CH:29]=[N:28][C:27]=3[CH3:26])[CH2:21][CH2:20]1)=[O:18])(=[O:14])=[O:13])[CH:6]=[CH:5]2, predict the reactants needed to synthesize it. The reactants are: [Cl:1][C:2]1[CH:3]=[C:4]2[C:9](=[CH:10][CH:11]=1)[CH:8]=[C:7]([S:12]([CH2:15][CH2:16][C:17]([N:19]1[CH2:24][CH2:23][CH:22]([NH2:25])[CH2:21][CH2:20]1)=[O:18])(=[O:14])=[O:13])[CH:6]=[CH:5]2.[CH3:26][C:27]1[N:28]=[CH:29][N:30]([C:34]([C:47]2[CH:52]=[CH:51][CH:50]=[CH:49][CH:48]=2)([C:41]2[CH:46]=[CH:45][CH:44]=[CH:43][CH:42]=2)[C:35]2[CH:40]=[CH:39][CH:38]=[CH:37][CH:36]=2)[C:31]=1[CH:32]=O. (4) Given the product [CH:1]([C:4]1[N:5]([CH2:16][C:17]2[CH:22]=[CH:21][C:20]([NH2:23])=[CH:19][CH:18]=2)[C:6]2[CH:12]=[CH:11][CH:10]=[CH:9][C:7]=2[N:8]=1)([CH3:3])[CH3:2], predict the reactants needed to synthesize it. The reactants are: [CH:1]([C:4]1[NH:5][C:6]2[CH:12]=[CH:11][CH:10]=[CH:9][C:7]=2[N:8]=1)([CH3:3])[CH3:2].[H-].[Na+].Cl[CH2:16][C:17]1[CH:22]=[CH:21][C:20]([N+:23]([O-])=O)=[CH:19][CH:18]=1. (5) Given the product [C:1]1([S:7]([CH2:10][C:11]2[C:16]([C:17]([O:19][CH3:20])=[O:18])=[C:15]([OH:22])[C:14]([C:24]3[CH:28]=[CH:27][O:46][CH:45]=3)=[CH:13][CH:12]=2)(=[O:8])=[O:9])[CH:2]=[CH:3][CH:4]=[CH:5][CH:6]=1, predict the reactants needed to synthesize it. The reactants are: [C:1]1([S:7]([CH2:10][C:11]2[C:16]([C:17]([O:19][CH2:20]C)=[O:18])=[C:15]([O:22]C)[C:14]([C:24]3[CH:28]=[CH:27]NN=3)=[CH:13][CH:12]=2)(=[O:9])=[O:8])[CH:6]=[CH:5][CH:4]=[CH:3][CH:2]=1.C1(S(CC2C([C:45](OC)=[O:46])=C(O)C(Br)=CC=2)(=O)=O)C=CC=CC=1.O1C=CC(B(O)O)=C1. (6) Given the product [C:1]1([C:7]2[C:16]([C:17]3[CH:22]=[CH:21][C:20]([C:23]([F:24])([F:25])[F:26])=[CH:19][CH:18]=3)=[N:15][C:14]3[C:9](=[CH:10][CH:11]=[C:12]([C:27]([OH:29])=[O:28])[CH:13]=3)[N:8]=2)[CH:2]=[CH:3][CH:4]=[CH:5][CH:6]=1, predict the reactants needed to synthesize it. The reactants are: [C:1]1([C:7]2[C:16]([C:17]3[CH:22]=[CH:21][C:20]([C:23]([F:26])([F:25])[F:24])=[CH:19][CH:18]=3)=[N:15][C:14]3[C:9](=[CH:10][CH:11]=[C:12]([C:27]([O:29]C)=[O:28])[CH:13]=3)[N:8]=2)[CH:6]=[CH:5][CH:4]=[CH:3][CH:2]=1.[OH-].[Na+].Cl. (7) Given the product [C:28]([OH:33])(=[O:4])[CH3:29].[C:28]([OH:33])(=[O:4])[CH3:29].[O:33]1[CH2:2][CH:26]([NH:25][C:22]2[CH:23]=[CH:24][C:19]([C:18]3[C:11]4[C:12](=[N:13][CH:14]=[N:15][C:10]=4[NH2:9])[N:16]([C@H:36]4[CH2:37][CH2:38][C@H:39]([N:42]5[CH2:43][CH2:44][N:45]([CH3:48])[CH2:46][CH2:47]5)[CH2:40][CH2:41]4)[N:17]=3)=[CH:20][C:21]=2[O:34][CH3:35])[C:27]2[CH:32]=[CH:31][CH:30]=[CH:29][C:28]1=2, predict the reactants needed to synthesize it. The reactants are: [I-].[CH3:2][S+](C)(C)=[O:4].[H-].[Na+].[NH2:9][C:10]1[N:15]=[CH:14][N:13]=[C:12]2[N:16]([C@H:36]3[CH2:41][CH2:40][C@H:39]([N:42]4[CH2:47][CH2:46][N:45]([CH3:48])[CH2:44][CH2:43]4)[CH2:38][CH2:37]3)[N:17]=[C:18]([C:19]3[CH:24]=[CH:23][C:22]([N:25]=[CH:26][C:27]4[CH:32]=[CH:31][CH:30]=[CH:29][C:28]=4[OH:33])=[C:21]([O:34][CH3:35])[CH:20]=3)[C:11]=12. (8) Given the product [F:24][C:25]([F:36])([F:35])[C:26]([N:6]1[CH2:5][CH2:4][N:3]([NH:9][C:10]([C:12]2[CH:17]=[N:16][C:15]([C:18]3[CH:19]=[CH:20][CH:21]=[CH:22][CH:23]=3)=[N:14][CH:13]=2)=[O:11])[CH2:8][CH2:7]1)=[O:27], predict the reactants needed to synthesize it. The reactants are: Cl.Cl.[N:3]1([NH:9][C:10]([C:12]2[CH:13]=[N:14][C:15]([C:18]3[CH:23]=[CH:22][CH:21]=[CH:20][CH:19]=3)=[N:16][CH:17]=2)=[O:11])[CH2:8][CH2:7][NH:6][CH2:5][CH2:4]1.[F:24][C:25]([F:36])([F:35])[C:26](O[C:26](=[O:27])[C:25]([F:36])([F:35])[F:24])=[O:27].CCN(CC)CC.